From a dataset of Reaction yield outcomes from USPTO patents with 853,638 reactions. Predict the reaction yield, written as a fraction of the theoretical maximum amount of product (1.0 means a 100% yield; for example, 0.34 means a 34% yield). (1) The reactants are [O:1]1[CH:5]=[CH:4][CH:3]=[C:2]1[C:6]1[N:11]=[C:10]2[NH:12][N:13]=[C:14]([NH2:15])[C:9]2=[CH:8][C:7]=1[C:16]1[CH:21]=[CH:20][N:19]=[CH:18][N:17]=1.[C:22](OC(=O)C)(=[O:24])[CH3:23].O. The catalyst is N1C=CC=CC=1. The product is [O:1]1[CH:5]=[CH:4][CH:3]=[C:2]1[C:6]1[N:11]=[C:10]2[NH:12][N:13]=[C:14]([NH:15][C:22](=[O:24])[CH3:23])[C:9]2=[CH:8][C:7]=1[C:16]1[CH:21]=[CH:20][N:19]=[CH:18][N:17]=1. The yield is 0.720. (2) The reactants are [C:1]([O:9][C:10]1[CH:15]=[CH:14][C:13]([OH:16])=[CH:12][CH:11]=1)(=[O:8])[C:2]1[CH:7]=[CH:6][CH:5]=[CH:4][CH:3]=1.[N+:17]([O-])([OH:19])=[O:18]. The catalyst is C(O)(=O)C. The product is [C:1]([O:9][C:10]1[CH:11]=[CH:12][C:13]([OH:16])=[C:14]([N+:17]([O-:19])=[O:18])[CH:15]=1)(=[O:8])[C:2]1[CH:3]=[CH:4][CH:5]=[CH:6][CH:7]=1. The yield is 0.970. (3) The reactants are Br[C:2]1[C:3]([N:25]2[CH2:30][CH2:29][CH2:28][C@@H:27]([NH:31][C:32]([O:34][C:35]([CH3:38])([CH3:37])[CH3:36])=[O:33])[CH2:26]2)=[C:4]2[C:10]([NH:11][C:12](=[O:17])[CH2:13][CH2:14][O:15][CH3:16])=[CH:9][N:8]([C:18]([O:20][C:21]([CH3:24])([CH3:23])[CH3:22])=[O:19])[C:5]2=[N:6][CH:7]=1.[CH:39]1(B(O)O)[CH2:41][CH2:40]1.C1(P(C2CCCCC2)C2CCCCC2)CCCCC1.[O-]P([O-])([O-])=O.[K+].[K+].[K+]. The catalyst is C1(C)C=CC=CC=1.O.CCOC(C)=O.O.C(O[Pd]OC(=O)C)(=O)C.CC#N.O. The product is [C:35]([O:34][C:32]([NH:31][C@@H:27]1[CH2:28][CH2:29][CH2:30][N:25]([C:3]2[C:2]([CH:39]3[CH2:41][CH2:40]3)=[CH:7][N:6]=[C:5]3[N:8]([C:18]([O:20][C:21]([CH3:24])([CH3:22])[CH3:23])=[O:19])[CH:9]=[C:10]([NH:11][C:12](=[O:17])[CH2:13][CH2:14][O:15][CH3:16])[C:4]=23)[CH2:26]1)=[O:33])([CH3:38])([CH3:36])[CH3:37]. The yield is 0.220. (4) The reactants are [NH2:1][CH2:2][C@@H:3]([OH:18])[CH2:4][N:5]1[CH2:10][CH2:9][N:8]([C:11]([O:13][C:14]([CH3:17])([CH3:16])[CH3:15])=[O:12])[CH2:7][CH2:6]1.C(N(C(C)C)CC)(C)C.[C:28](Cl)([O:30][CH2:31][C:32]1[CH:37]=[CH:36][CH:35]=[CH:34][CH:33]=1)=[O:29].O. The catalyst is ClCCl. The product is [CH2:31]([O:30][C:28]([NH:1][CH2:2][C@@H:3]([OH:18])[CH2:4][N:5]1[CH2:10][CH2:9][N:8]([C:11]([O:13][C:14]([CH3:15])([CH3:17])[CH3:16])=[O:12])[CH2:7][CH2:6]1)=[O:29])[C:32]1[CH:37]=[CH:36][CH:35]=[CH:34][CH:33]=1. The yield is 0.260. (5) The reactants are [C:1]([O:5][C:6]([N:8]([CH3:14])[C@@H:9]([CH3:13])[C:10]([OH:12])=O)=[O:7])([CH3:4])([CH3:3])[CH3:2].C(Cl)CCl.N1C2C(=NC=CC=2)N(O)N=1.[NH2:29][C@@H:30]([C:66]([CH3:69])([CH3:68])[CH3:67])[C:31]([N:33]1[C@H:42]([C:43]([N:45]([CH2:55][C:56]2[CH:65]=[CH:64][C:59]([C:60]([O:62][CH3:63])=[O:61])=[CH:58][CH:57]=2)[C@@H:46]([C:48]2[CH:53]=[CH:52][C:51]([F:54])=[CH:50][CH:49]=2)[CH3:47])=[O:44])[CH2:41][C:40]2[C:35](=[CH:36][CH:37]=[CH:38][CH:39]=2)[CH2:34]1)=[O:32].C(O)(C(F)(F)F)=O.CN1CCOCC1. The catalyst is CN(C=O)C.C(OCC)(=O)C.[Cl-].[Na+].O. The yield is 0.880. The product is [C:1]([O:5][C:6]([N:8]([CH3:14])[C@@H:9]([CH3:13])[C:10]([NH:29][C@@H:30]([C:66]([CH3:67])([CH3:69])[CH3:68])[C:31]([N:33]1[C@H:42]([C:43]([N:45]([CH2:55][C:56]2[CH:57]=[CH:58][C:59]([C:60]([O:62][CH3:63])=[O:61])=[CH:64][CH:65]=2)[C@@H:46]([C:48]2[CH:53]=[CH:52][C:51]([F:54])=[CH:50][CH:49]=2)[CH3:47])=[O:44])[CH2:41][C:40]2[C:35](=[CH:36][CH:37]=[CH:38][CH:39]=2)[CH2:34]1)=[O:32])=[O:12])=[O:7])([CH3:2])([CH3:3])[CH3:4]. (6) The reactants are Cl.[NH:2]([C:4]1[CH:9]=[CH:8][C:7]([S:10]([CH3:13])(=[O:12])=[O:11])=[CH:6][N:5]=1)[NH2:3].[F:14][C:15]([F:28])([F:27])[C:16](=O)[CH2:17][C:18]([C:20]1[CH2:25][CH2:24][CH2:23][CH2:22][CH:21]=1)=O. The catalyst is C(O)C. The product is [C:20]1([C:18]2[N:2]([C:4]3[CH:9]=[CH:8][C:7]([S:10]([CH3:13])(=[O:11])=[O:12])=[CH:6][N:5]=3)[N:3]=[C:16]([C:15]([F:14])([F:27])[F:28])[CH:17]=2)[CH2:25][CH2:24][CH2:23][CH2:22][CH:21]=1. The yield is 0.180. (7) The reactants are [Br:1][C:2]1[CH:3]=[N:4][CH:5]=[CH:6][C:7]=1Cl.[CH:9]1([CH2:12][OH:13])[CH2:11][CH2:10]1.[H-].[Na+]. The catalyst is CN(C=O)C. The product is [Br:1][C:2]1[CH:3]=[N:4][CH:5]=[CH:6][C:7]=1[O:13][CH2:12][CH:9]1[CH2:11][CH2:10]1. The yield is 0.980. (8) The reactants are [N:1]1[CH:6]=[CH:5][C:4]([N:7]2[CH2:12][CH2:11][NH:10][CH2:9][CH2:8]2)=[CH:3][CH:2]=1.[CH:13]1[C:22]2[C:17](=[CH:18][CH:19]=[CH:20][CH:21]=2)[CH:16]=[CH:15][C:14]=1[S:23]([N:26]1[CH2:31][CH2:30][CH2:29][CH:28]([C:32](O)=[O:33])[CH2:27]1)(=[O:25])=[O:24]. No catalyst specified. The product is [CH:13]1[C:22]2[C:17](=[CH:18][CH:19]=[CH:20][CH:21]=2)[CH:16]=[CH:15][C:14]=1[S:23]([N:26]1[CH2:31][CH2:30][CH2:29][CH:28]([C:32]([N:10]2[CH2:9][CH2:8][N:7]([C:4]3[CH:5]=[CH:6][N:1]=[CH:2][CH:3]=3)[CH2:12][CH2:11]2)=[O:33])[CH2:27]1)(=[O:24])=[O:25]. The yield is 0.250.